Task: Regression. Given two drug SMILES strings and cell line genomic features, predict the synergy score measuring deviation from expected non-interaction effect.. Dataset: NCI-60 drug combinations with 297,098 pairs across 59 cell lines (1) Drug 1: CCN(CC)CCCC(C)NC1=C2C=C(C=CC2=NC3=C1C=CC(=C3)Cl)OC. Drug 2: CC1CCCC2(C(O2)CC(NC(=O)CC(C(C(=O)C(C1O)C)(C)C)O)C(=CC3=CSC(=N3)C)C)C. Cell line: SW-620. Synergy scores: CSS=68.0, Synergy_ZIP=6.81, Synergy_Bliss=4.28, Synergy_Loewe=-2.40, Synergy_HSA=4.49. (2) Cell line: OVCAR3. Synergy scores: CSS=-2.75, Synergy_ZIP=1.95, Synergy_Bliss=0.530, Synergy_Loewe=-3.00, Synergy_HSA=-3.16. Drug 2: C1=NC2=C(N=C(N=C2N1C3C(C(C(O3)CO)O)O)F)N. Drug 1: CNC(=O)C1=CC=CC=C1SC2=CC3=C(C=C2)C(=NN3)C=CC4=CC=CC=N4. (3) Drug 1: C1CN1C2=NC(=NC(=N2)N3CC3)N4CC4. Drug 2: C1=NNC2=C1C(=O)NC=N2. Cell line: SNB-19. Synergy scores: CSS=31.5, Synergy_ZIP=1.05, Synergy_Bliss=2.92, Synergy_Loewe=-5.60, Synergy_HSA=3.79. (4) Drug 1: CCC(=C(C1=CC=CC=C1)C2=CC=C(C=C2)OCCN(C)C)C3=CC=CC=C3.C(C(=O)O)C(CC(=O)O)(C(=O)O)O. Drug 2: CC(C)NC(=O)C1=CC=C(C=C1)CNNC.Cl. Cell line: NCI-H460. Synergy scores: CSS=-0.126, Synergy_ZIP=0.701, Synergy_Bliss=0.797, Synergy_Loewe=-1.03, Synergy_HSA=-1.34. (5) Drug 1: CCCS(=O)(=O)NC1=C(C(=C(C=C1)F)C(=O)C2=CNC3=C2C=C(C=N3)C4=CC=C(C=C4)Cl)F. Drug 2: CC(CN1CC(=O)NC(=O)C1)N2CC(=O)NC(=O)C2. Cell line: UO-31. Synergy scores: CSS=21.7, Synergy_ZIP=-2.06, Synergy_Bliss=1.75, Synergy_Loewe=3.91, Synergy_HSA=3.83. (6) Drug 1: CC(C1=C(C=CC(=C1Cl)F)Cl)OC2=C(N=CC(=C2)C3=CN(N=C3)C4CCNCC4)N. Drug 2: C1C(C(OC1N2C=C(C(=O)NC2=O)F)CO)O. Cell line: K-562. Synergy scores: CSS=43.2, Synergy_ZIP=-2.47, Synergy_Bliss=-5.51, Synergy_Loewe=-7.37, Synergy_HSA=-4.26.